This data is from Full USPTO retrosynthesis dataset with 1.9M reactions from patents (1976-2016). The task is: Predict the reactants needed to synthesize the given product. (1) Given the product [CH3:22][N:8]1[C:9]2[C:14](=[CH:13][CH:12]=[CH:11][CH:10]=2)[C:15]([C:16]#[N:17])=[C:7]1[C:3]1[CH:2]=[N:1][CH:6]=[CH:5][CH:4]=1, predict the reactants needed to synthesize it. The reactants are: [N:1]1[CH:6]=[CH:5][CH:4]=[C:3]([C:7]2[NH:8][C:9]3[C:14]([C:15]=2[C:16]#[N:17])=[CH:13][CH:12]=[CH:11][CH:10]=3)[CH:2]=1.[H-].[Na+].IC.[C:22]([O-])(O)=O.[Na+]. (2) Given the product [CH3:10][O:11][C:12]1[CH:13]=[CH:14][C:15]2[C:21](=[O:22])[CH:20]([C:2]3[CH:9]=[CH:8][C:5]([C:6]#[N:7])=[CH:4][CH:3]=3)[CH2:19][CH2:18][CH2:17][C:16]=2[CH:23]=1, predict the reactants needed to synthesize it. The reactants are: Br[C:2]1[CH:9]=[CH:8][C:5]([C:6]#[N:7])=[CH:4][CH:3]=1.[CH3:10][O:11][C:12]1[CH:13]=[CH:14][C:15]2[C:21](=[O:22])[CH2:20][CH2:19][CH2:18][CH2:17][C:16]=2[CH:23]=1.P([O-])([O-])([O-])=O.[K+].[K+].[K+].